From a dataset of Retrosynthesis with 50K atom-mapped reactions and 10 reaction types from USPTO. Predict the reactants needed to synthesize the given product. (1) Given the product COc1ccc(-c2cc(=Nc3c(C)cc(C)cc3C)n(C)c(N3CC=CCC3)n2)cc1OC, predict the reactants needed to synthesize it. The reactants are: C1=CCNCC1.COc1ccc(-c2cc(=Nc3c(C)cc(C)cc3C)n(C)c(Cl)n2)cc1OC. (2) Given the product Cc1c(C(=O)NCCCC#N)nn(-c2ccc(Cl)cc2Cl)c1-c1ccc(Cl)cc1, predict the reactants needed to synthesize it. The reactants are: Cc1c(C(=O)NCCCC(N)=O)nn(-c2ccc(Cl)cc2Cl)c1-c1ccc(Cl)cc1. (3) Given the product CCOC(=O)[C@@H]1CN(c2ccccc2)C(=O)[C@@H]1NC(=O)c1ccc(Cl)c(Cl)c1, predict the reactants needed to synthesize it. The reactants are: CCOC(=O)C1CN(c2ccccc2)C(=O)C1N.O=C(Cl)c1ccc(Cl)c(Cl)c1. (4) Given the product CC(c1nc2ccccc2c(=O)n1-c1ccc(OCc2ccccc2)cc1)N(C)S(=O)(=O)c1ccc(C(C)(C)C)cc1, predict the reactants needed to synthesize it. The reactants are: CC(c1nc2ccccc2c(=O)n1-c1ccc(O)cc1)N(C)S(=O)(=O)c1ccc(C(C)(C)C)cc1.OCc1ccccc1. (5) Given the product CC1CN(Cc2ccc(C3Nc4cccc5c(=O)[nH]nc(c45)C3c3ccc(F)cc3)cc2)CC(C)N1, predict the reactants needed to synthesize it. The reactants are: C[C@@H]1CN(Cc2ccc(C3Nc4cccc5c(=O)[nH]nc(c45)C3c3ccc(F)cc3)cc2)C[C@@H](C)N1C(=O)OC(C)(C)C. (6) Given the product O=C(CCCCCc1cccc2cncn12)NO, predict the reactants needed to synthesize it. The reactants are: COC(=O)CCCCCc1cccc2cncn12.NO. (7) Given the product C=C[C@H]1CC[C@H]([C@H]2CC[C@H](COc3cccc(F)c3F)CC2)CC1, predict the reactants needed to synthesize it. The reactants are: C=C[C@H]1CC[C@H]([C@H]2CC[C@H](COS(C)(=O)=O)CC2)CC1.Oc1cccc(F)c1F.